This data is from Peptide-MHC class II binding affinity with 134,281 pairs from IEDB. The task is: Regression. Given a peptide amino acid sequence and an MHC pseudo amino acid sequence, predict their binding affinity value. This is MHC class II binding data. (1) The peptide sequence is SAIRAAPEAARSLAS. The MHC is DRB4_0101 with pseudo-sequence DRB4_0103. The binding affinity (normalized) is 0.659. (2) The peptide sequence is EGATPEAKYDAYVAT. The MHC is HLA-DQA10102-DQB10602 with pseudo-sequence HLA-DQA10102-DQB10602. The binding affinity (normalized) is 0.0178. (3) The binding affinity (normalized) is 0.856. The MHC is DRB1_0101 with pseudo-sequence DRB1_0101. The peptide sequence is MAVNNGDLSCSYDHS. (4) The peptide sequence is IGPEAAEAAAAAPAA. The MHC is DRB4_0101 with pseudo-sequence DRB4_0103. The binding affinity (normalized) is 0.0578. (5) The peptide sequence is FNGGESKLKAEATTD. The MHC is HLA-DQA10201-DQB10202 with pseudo-sequence HLA-DQA10201-DQB10202. The binding affinity (normalized) is 0.150.